From a dataset of Reaction yield outcomes from USPTO patents with 853,638 reactions. Predict the reaction yield, written as a fraction of the theoretical maximum amount of product (1.0 means a 100% yield; for example, 0.34 means a 34% yield). (1) The reactants are [C:1]([O:5][C:6](=[O:26])[CH2:7][C@@H:8]([CH2:14]OS(C1C=CC(C)=CC=1)(=O)=O)[C@@H:9]([CH3:13])[CH:10]([CH3:12])[CH3:11])([CH3:4])([CH3:3])[CH3:2].[N-:27]=[N+:28]=[N-:29].[Na+].O. The catalyst is CS(C)=O. The product is [C:1]([O:5][C:6](=[O:26])[CH2:7][C@@H:8]([CH2:14][N:27]=[N+:28]=[N-:29])[C@@H:9]([CH3:13])[CH:10]([CH3:12])[CH3:11])([CH3:4])([CH3:3])[CH3:2]. The yield is 0.800. (2) The reactants are [CH3:1][C:2]1([CH3:18])[C:6]([CH3:8])([CH3:7])[O:5][B:4]([C:9]2[CH:17]=[CH:16][C:12]([C:13]([OH:15])=O)=[CH:11][CH:10]=2)[O:3]1.[N:19]1[CH:24]=[CH:23][C:22]([CH2:25][CH2:26][NH2:27])=[CH:21][CH:20]=1.CN(C(ON1N=NC2C=CC=NC1=2)=[N+](C)C)C.F[P-](F)(F)(F)(F)F.CCN(C(C)C)C(C)C. The catalyst is CN(C=O)C. The product is [N:19]1[CH:24]=[CH:23][C:22]([CH2:25][CH2:26][NH:27][C:13](=[O:15])[C:12]2[CH:11]=[CH:10][C:9]([B:4]3[O:5][C:6]([CH3:7])([CH3:8])[C:2]([CH3:1])([CH3:18])[O:3]3)=[CH:17][CH:16]=2)=[CH:21][CH:20]=1. The yield is 0.860. (3) The reactants are [Cl:1][C:2]1[CH:18]=[CH:17][CH:16]=[CH:15][C:3]=1[O:4][CH2:5][C:6]1[CH:7]=[C:8]([CH:12]=[CH:13][CH:14]=1)[C:9]([OH:11])=O.C(Cl)(=O)C(Cl)=O.CN(C)C=O.[NH:30]1[CH:34]=[C:33]([NH2:35])[CH:32]=[N:31]1. The catalyst is O1CCCC1.CN(C)C(=O)C.C(OCC)(=O)C. The product is [Cl:1][C:2]1[CH:18]=[CH:17][CH:16]=[CH:15][C:3]=1[O:4][CH2:5][C:6]1[CH:7]=[C:8]([CH:12]=[CH:13][CH:14]=1)[C:9]([NH:35][C:33]1[CH:34]=[N:30][NH:31][CH:32]=1)=[O:11]. The yield is 0.0780. (4) The reactants are [CH3:1][S:2]([NH:5][C:6]([C:8]1([CH2:11][CH2:12][CH2:13][CH2:14][CH2:15][CH2:16][CH2:17][CH2:18][CH2:19][CH2:20][CH2:21][CH2:22][C:23]2([C:26]([OH:28])=O)[CH2:25][CH2:24]2)[CH2:10][CH2:9]1)=[O:7])(=[O:4])=[O:3].C(Cl)CCl.Cl.[CH3:34][NH2:35]. The catalyst is CN(C=O)C.CN(C1C=CN=CC=1)C.C(OCC)(=O)C. The product is [CH3:34][NH:35][C:26]([C:23]1([CH2:22][CH2:21][CH2:20][CH2:19][CH2:18][CH2:17][CH2:16][CH2:15][CH2:14][CH2:13][CH2:12][CH2:11][C:8]2([C:6]([NH:5][S:2]([CH3:1])(=[O:4])=[O:3])=[O:7])[CH2:10][CH2:9]2)[CH2:25][CH2:24]1)=[O:28]. The yield is 0.290. (5) The yield is 0.670. The product is [CH3:3][O:5][C:6](=[O:18])[CH2:7][S:8][C:9]1[N:13]([CH2:34][CH2:33][CH2:32][CH2:31][CH2:30][CH2:29][CH2:28][CH2:27][CH2:26][CH2:25][CH2:24][CH2:23][CH2:22][CH2:21][CH2:20][CH3:19])[C:12]2[CH:14]=[CH:15][CH:16]=[CH:17][C:11]=2[N:10]=1. The catalyst is CN(C=O)C.O.CO. The reactants are [H-].[Na+].[CH2:3]([O:5][C:6](=[O:18])[CH2:7][S:8][C:9]1[NH:13][C:12]2[CH:14]=[CH:15][CH:16]=[CH:17][C:11]=2[N:10]=1)C.[CH2:19](Br)[CH2:20][CH2:21][CH2:22][CH2:23][CH2:24][CH2:25][CH2:26][CH2:27][CH2:28][CH2:29][CH2:30][CH2:31][CH2:32][CH2:33][CH3:34].